This data is from Forward reaction prediction with 1.9M reactions from USPTO patents (1976-2016). The task is: Predict the product of the given reaction. (1) The product is: [CH2:21]([C:4]1([C:24]2[CH:29]=[CH:28][C:27]([F:30])=[CH:26][CH:25]=2)[CH2:5][CH2:6][N:7]([C@H:12]([C:14]2[CH:19]=[CH:18][C:17]([Br:20])=[CH:16][CH:15]=2)[CH3:13])[C:8](=[O:9])[NH:3]1)[CH:22]=[CH2:23]. Given the reactants [H-].[Na+].[NH2:3][C@@:4]([C:24]1[CH:29]=[CH:28][C:27]([F:30])=[CH:26][CH:25]=1)([CH2:21][CH:22]=[CH2:23])[CH2:5][CH2:6][N:7]([C@H:12]([C:14]1[CH:19]=[CH:18][C:17]([Br:20])=[CH:16][CH:15]=1)[CH3:13])[C:8](=O)[O:9]C, predict the reaction product. (2) Given the reactants Cl[C:2]1[CH:10]=[C:9]([CH:11]([CH3:13])[CH3:12])[C:5]([C:6]([OH:8])=[O:7])=[CH:4][N:3]=1.[Cl:14][C:15]1[CH:16]=[C:17]([CH:19]=[CH:20][CH:21]=1)[NH2:18], predict the reaction product. The product is: [Cl:14][C:15]1[CH:16]=[C:17]([NH:18][C:2]2[CH:10]=[C:9]([CH:11]([CH3:13])[CH3:12])[C:5]([C:6]([OH:8])=[O:7])=[CH:4][N:3]=2)[CH:19]=[CH:20][CH:21]=1. (3) The product is: [Cl:22][C:14]1[C:15]([CH3:17])=[N:16][C:11]([C:4]2[CH:5]=[CH:6][C:7]([O:9][CH3:10])=[CH:8][C:3]=2[O:2][CH3:1])=[C:12]([CH3:19])[N:13]=1. Given the reactants [CH3:1][O:2][C:3]1[CH:8]=[C:7]([O:9][CH3:10])[CH:6]=[CH:5][C:4]=1[C:11]1[C:12]([CH3:19])=[N+:13]([O-])[CH:14]=[C:15]([CH3:17])[N:16]=1.O=P(Cl)(Cl)[Cl:22], predict the reaction product. (4) Given the reactants C(O)(C(F)(F)F)=O.[CH2:8]([O:15][C:16](=[O:35])[CH2:17][CH:18]1[CH2:27][CH2:26][C:25]2[C:20](=[CH:21][CH:22]=[CH:23][CH:24]=2)[N:19]1C(OC(C)(C)C)=O)[C:9]1[CH:14]=[CH:13][CH:12]=[CH:11][CH:10]=1, predict the reaction product. The product is: [NH:19]1[C:20]2[C:25](=[CH:24][CH:23]=[CH:22][CH:21]=2)[CH2:26][CH2:27][CH:18]1[CH2:17][C:16]([O:15][CH2:8][C:9]1[CH:10]=[CH:11][CH:12]=[CH:13][CH:14]=1)=[O:35]. (5) Given the reactants [OH:1][CH2:2][C:3]([CH3:48])([CH3:47])[CH2:4][N:5]1[CH:9]=[CH:8][C:7]([C:10]2[C:18]3[C:17]([NH:19][C@H:20]([C:22]4[N:27]([C:28]5[CH:33]=[CH:32][CH:31]=[CH:30][CH:29]=5)[C:26](=[O:34])[C:25]5=[C:35]([CH3:38])[CH:36]=[CH:37][N:24]5[N:23]=4)[CH3:21])=[N:16][CH:15]=[N:14][C:13]=3[N:12](COCC[Si](C)(C)C)[CH:11]=2)=[N:6]1.FC(F)(F)C(O)=O.N, predict the reaction product. The product is: [OH:1][CH2:2][C:3]([CH3:47])([CH3:48])[CH2:4][N:5]1[CH:9]=[CH:8][C:7]([C:10]2[C:18]3[C:17]([NH:19][C@H:20]([C:22]4[N:27]([C:28]5[CH:29]=[CH:30][CH:31]=[CH:32][CH:33]=5)[C:26](=[O:34])[C:25]5=[C:35]([CH3:38])[CH:36]=[CH:37][N:24]5[N:23]=4)[CH3:21])=[N:16][CH:15]=[N:14][C:13]=3[NH:12][CH:11]=2)=[N:6]1.